From a dataset of Reaction yield outcomes from USPTO patents with 853,638 reactions. Predict the reaction yield, written as a fraction of the theoretical maximum amount of product (1.0 means a 100% yield; for example, 0.34 means a 34% yield). (1) The reactants are [CH3:1][CH:2]([C:6]1[CH:14]=[CH:13][C:9]([C:10]([OH:12])=O)=[CH:8][CH:7]=1)[CH2:3][CH2:4][CH3:5].ON1C2C=CC=CC=2N=N1.Cl.CN(C)CCCN=C=NCC.C(N(CC)CC)C.[NH2:44][CH2:45][C:46]1[C:47]([OH:54])=[N:48][C:49]([CH3:53])=[CH:50][C:51]=1[CH3:52]. The catalyst is ClCCl. The product is [OH:54][C:47]1[C:46]([CH2:45][NH:44][C:10](=[O:12])[C:9]2[CH:8]=[CH:7][C:6]([CH:2]([CH2:3][CH2:4][CH3:5])[CH3:1])=[CH:14][CH:13]=2)=[C:51]([CH3:52])[CH:50]=[C:49]([CH3:53])[N:48]=1. The yield is 0.864. (2) The reactants are C[O:2][C:3]([C:5]1[CH:52]=[CH:51][C:8]([CH2:9][CH2:10][NH:11][CH2:12][C@:13]23[CH2:47][CH2:46][C@@H:45]([C:48]([CH3:50])=[CH2:49])[C@@H:14]2[C@@H:15]2[C@@:28]([CH3:31])([CH2:29][CH2:30]3)[C@@:27]3([CH3:32])[C@@H:18]([C@:19]4([CH3:44])[C@@H:24]([CH2:25][CH2:26]3)[C:23]([CH3:34])([CH3:33])[C:22]([C:35]3[CH:43]=[CH:42][C:38]([C:39]([OH:41])=[O:40])=[CH:37][CH:36]=3)=[CH:21][CH2:20]4)[CH2:17][CH2:16]2)=[CH:7][CH:6]=1)=[O:4].[OH-].[Li+].O. The catalyst is O1CCOCC1.CO. The yield is 0.220. The product is [C:3]([C:5]1[CH:52]=[CH:51][C:8]([CH2:9][CH2:10][NH:11][CH2:12][C@:13]23[CH2:47][CH2:46][C@@H:45]([C:48]([CH3:50])=[CH2:49])[C@@H:14]2[C@@H:15]2[C@@:28]([CH3:31])([CH2:29][CH2:30]3)[C@@:27]3([CH3:32])[C@@H:18]([C@:19]4([CH3:44])[C@@H:24]([CH2:25][CH2:26]3)[C:23]([CH3:34])([CH3:33])[C:22]([C:35]3[CH:43]=[CH:42][C:38]([C:39]([OH:41])=[O:40])=[CH:37][CH:36]=3)=[CH:21][CH2:20]4)[CH2:17][CH2:16]2)=[CH:7][CH:6]=1)([OH:4])=[O:2]. (3) The reactants are [OH-].[Li+].[Si:3]([O:10][C@@H:11]([C:29]1[CH:34]=[CH:33][CH:32]=[CH:31][C:30]=1[C:35]1[CH:40]=[CH:39][C:38]([Cl:41])=[CH:37][CH:36]=1)[CH:12]1[CH2:17][CH2:16][N:15]([C:18]2[CH:28]=[CH:27][C:21]([C:22]([O:24]CC)=[O:23])=[CH:20][CH:19]=2)[CH2:14][CH2:13]1)([C:6]([CH3:9])([CH3:8])[CH3:7])([CH3:5])[CH3:4]. The catalyst is C1COCC1.CO.O. The product is [Si:3]([O:10][C@@H:11]([C:29]1[CH:34]=[CH:33][CH:32]=[CH:31][C:30]=1[C:35]1[CH:40]=[CH:39][C:38]([Cl:41])=[CH:37][CH:36]=1)[CH:12]1[CH2:13][CH2:14][N:15]([C:18]2[CH:28]=[CH:27][C:21]([C:22]([OH:24])=[O:23])=[CH:20][CH:19]=2)[CH2:16][CH2:17]1)([C:6]([CH3:9])([CH3:8])[CH3:7])([CH3:5])[CH3:4]. The yield is 0.890. (4) The reactants are [CH3:1][C@H:2]1[C@@H:6]([C:7](=O)[CH2:8][NH:9][C:10]2[N:11]=[C:12]3[CH:18]=[CH:17][N:16]([S:19]([C:22]4[CH:28]=[CH:27][C:25]([CH3:26])=[CH:24][CH:23]=4)(=[O:21])=[O:20])[C:13]3=[N:14][CH:15]=2)[CH2:5][N:4]([C:30]([O:32][CH2:33][C:34]2[CH:39]=[CH:38][CH:37]=[CH:36][CH:35]=2)=[O:31])[CH2:3]1.COC1C=CC(P2(SP(C3C=CC(OC)=CC=3)(=S)S2)=S)=CC=1.B(O[O-])=O.O.[Na+].C(=O)(O)[O-].[Na+]. The catalyst is C(OCC)(=O)C.CCOCC.O. The product is [CH3:1][C@H:2]1[C@@H:6]([C:7]2[N:11]3[C:12]4[CH:18]=[CH:17][N:16]([S:19]([C:22]5[CH:28]=[CH:27][C:25]([CH3:26])=[CH:24][CH:23]=5)(=[O:20])=[O:21])[C:13]=4[N:14]=[CH:15][C:10]3=[N:9][CH:8]=2)[CH2:5][N:4]([C:30]([O:32][CH2:33][C:34]2[CH:35]=[CH:36][CH:37]=[CH:38][CH:39]=2)=[O:31])[CH2:3]1. The yield is 0.510. (5) The yield is 0.690. The reactants are [F:1][C:2]([F:29])([F:28])[C:3]1[CH:27]=[CH:26][CH:25]=[CH:24][C:4]=1[C:5]([N:7]1[CH2:11][C:10]2[CH2:12][N:13]([C:15]3[CH:23]=[CH:22][C:18]([C:19](O)=[O:20])=[CH:17][N:16]=3)[CH2:14][C:9]=2[CH2:8]1)=[O:6].Cl.[CH:31]1([CH2:36][NH2:37])[CH2:35][CH2:34][CH2:33][CH2:32]1. The product is [CH:31]1([CH2:36][NH:37][C:19](=[O:20])[C:18]2[CH:22]=[CH:23][C:15]([N:13]3[CH2:12][C:10]4[CH2:11][N:7]([C:5](=[O:6])[C:4]5[CH:24]=[CH:25][CH:26]=[CH:27][C:3]=5[C:2]([F:28])([F:29])[F:1])[CH2:8][C:9]=4[CH2:14]3)=[N:16][CH:17]=2)[CH2:35][CH2:34][CH2:33][CH2:32]1. No catalyst specified. (6) The reactants are Br[C:2]1[CH:3]=[C:4]2[C:8](=[CH:9][CH:10]=1)[CH2:7][N:6]([C:11]([C:24]1[CH:29]=[CH:28][CH:27]=[CH:26][CH:25]=1)([C:18]1[CH:23]=[CH:22][CH:21]=[CH:20][CH:19]=1)[C:12]1[CH:17]=[CH:16][CH:15]=[CH:14][CH:13]=1)[CH2:5]2.C([Li])CCC.[CH3:35][N:36]1[CH2:41][CH2:40][C:39](=[O:42])[CH2:38][CH2:37]1. The catalyst is C1COCC1. The product is [CH3:35][N:36]1[CH2:41][CH2:40][C:39]([C:2]2[CH:3]=[C:4]3[C:8](=[CH:9][CH:10]=2)[CH2:7][N:6]([C:11]([C:24]2[CH:29]=[CH:28][CH:27]=[CH:26][CH:25]=2)([C:18]2[CH:19]=[CH:20][CH:21]=[CH:22][CH:23]=2)[C:12]2[CH:17]=[CH:16][CH:15]=[CH:14][CH:13]=2)[CH2:5]3)([OH:42])[CH2:38][CH2:37]1. The yield is 0.570. (7) The reactants are [Cl:1][C:2]1[CH:24]=[CH:23][CH:22]=[CH:21][C:3]=1[O:4][C:5]1[CH2:9][N:8]([CH:10]([CH2:14][CH2:15][C:16]([CH3:19])([CH3:18])[CH3:17])[C:11]([OH:13])=O)[C:7](=[O:20])[CH:6]=1.CN(C)CCCN=C=NCC.ON1C2C=CC=CC=2N=N1.[CH3:46][C:47]1([CH3:59])[O:51][C@H:50]([CH2:52][N:53]2[CH:57]=[CH:56][C:55]([NH2:58])=[N:54]2)[CH2:49][O:48]1. The catalyst is ClCCl. The product is [CH3:46][C:47]1([CH3:59])[O:51][C@H:50]([CH2:52][N:53]2[CH:57]=[CH:56][C:55]([NH:58][C:11](=[O:13])[CH:10]([N:8]3[CH2:9][C:5]([O:4][C:3]4[CH:21]=[CH:22][CH:23]=[CH:24][C:2]=4[Cl:1])=[CH:6][C:7]3=[O:20])[CH2:14][CH2:15][C:16]([CH3:17])([CH3:18])[CH3:19])=[N:54]2)[CH2:49][O:48]1. The yield is 0.290.